From a dataset of Reaction yield outcomes from USPTO patents with 853,638 reactions. Predict the reaction yield, written as a fraction of the theoretical maximum amount of product (1.0 means a 100% yield; for example, 0.34 means a 34% yield). (1) The reactants are [N+:1]([C:4]1[CH:5]=[CH:6][C:7]([CH:10]([C:15]([O:17][CH3:18])=[O:16])[C:11]([O:13][CH3:14])=[O:12])=[N:8][CH:9]=1)([O-:3])=[O:2].[C:19](#[N:22])[CH:20]=[CH2:21].CO[Na]. The catalyst is CO. The product is [C:19]([CH2:20][CH2:21][C:10]([C:7]1[CH:6]=[CH:5][C:4]([N+:1]([O-:3])=[O:2])=[CH:9][N:8]=1)([C:15]([O:17][CH3:18])=[O:16])[C:11]([O:13][CH3:14])=[O:12])#[N:22]. The yield is 0.200. (2) The product is [CH3:34][S@:26](=[O:33])([C:27]1[CH:32]=[CH:31][CH:30]=[CH:29][CH:28]=1)=[N:25][C:23](=[O:24])[C:22]1[CH:35]=[C:18]([C:2]#[C:1][C:3]2[CH:4]=[CH:5][C:6]([NH:9][C:10]([C:12]3[S:13][CH:14]=[CH:15][CH:16]=3)=[O:11])=[CH:7][CH:8]=2)[CH:19]=[N:20][CH:21]=1. The reactants are [C:1]([C:3]1[CH:8]=[CH:7][C:6]([NH:9][C:10]([C:12]2[S:13][CH:14]=[CH:15][CH:16]=2)=[O:11])=[CH:5][CH:4]=1)#[CH:2].Br[C:18]1[CH:19]=[N:20][CH:21]=[C:22]([CH:35]=1)[C:23]([N:25]=[S@@:26]([CH3:34])(=[O:33])[C:27]1[CH:32]=[CH:31][CH:30]=[CH:29][CH:28]=1)=[O:24].CCN(CC)CC. The catalyst is Cl[Pd](Cl)([P](C1C=CC=CC=1)(C1C=CC=CC=1)C1C=CC=CC=1)[P](C1C=CC=CC=1)(C1C=CC=CC=1)C1C=CC=CC=1.[Cu]I.CCOC(C)=O. The yield is 0.610. (3) The yield is 0.830. The catalyst is C(O)C.C(O)(=O)C.C(OCC)(=O)C. The reactants are [F:1][C:2]1[CH:30]=[CH:29][C:5]2[C:6]([CH:9]3[CH2:14][CH2:13][N:12]([CH:15]=[CH:16][C:17]4[C:22](=[O:23])[N:21]5[CH2:24][CH2:25][CH2:26][CH2:27][C:20]5=[N:19][C:18]=4[CH3:28])[CH2:11][CH2:10]3)=[N:7][O:8][C:4]=2[CH:3]=1.C([BH3-])#N.[Na+]. The product is [F:1][C:2]1[CH:30]=[CH:29][C:5]2[C:6]([CH:9]3[CH2:14][CH2:13][N:12]([CH2:15][CH2:16][C:17]4[C:22](=[O:23])[N:21]5[CH2:24][CH2:25][CH2:26][CH2:27][C:20]5=[N:19][C:18]=4[CH3:28])[CH2:11][CH2:10]3)=[N:7][O:8][C:4]=2[CH:3]=1. (4) The reactants are [Cl-].O[NH3+:3].[C:4](=[O:7])([O-])[OH:5].[Na+].CS(C)=O.[CH2:13]([C:17]1[N:18]=[C:19]([CH2:39][CH2:40][C:41]2[CH:46]=[CH:45][CH:44]=[CH:43][CH:42]=2)[NH:20][C:21](=[O:38])[C:22]=1[CH2:23][C:24]1[CH:29]=[CH:28][C:27]([C:30]2[C:31]([C:36]#[N:37])=[CH:32][CH:33]=[CH:34][CH:35]=2)=[CH:26][CH:25]=1)[CH2:14][CH2:15][CH3:16]. The catalyst is O.C(OCC)(=O)C. The product is [CH2:13]([C:17]1[N:18]=[C:19]([CH2:39][CH2:40][C:41]2[CH:42]=[CH:43][CH:44]=[CH:45][CH:46]=2)[NH:20][C:21](=[O:38])[C:22]=1[CH2:23][C:24]1[CH:29]=[CH:28][C:27]([C:30]2[CH:35]=[CH:34][CH:33]=[CH:32][C:31]=2[C:36]2[NH:3][C:4](=[O:7])[O:5][N:37]=2)=[CH:26][CH:25]=1)[CH2:14][CH2:15][CH3:16]. The yield is 0.530. (5) The reactants are [C:1]([CH2:4][O:5][C:6]1[CH:22]=[C:21]([C:23]#[N:24])[CH:20]=[CH:19][C:7]=1[O:8][C:9]1[CH:10]=[CH:11][C:12]2[B:16]([OH:17])[O:15][CH2:14][C:13]=2[CH:18]=1)(O)=[O:2].CCN=C=NCCCN(C)C.C1C=CC2N(O)N=NC=2C=1.[CH2:46]([NH:48][CH2:49][CH3:50])[CH3:47]. The catalyst is CN(C)C1C=CN=CC=1.CN(C=O)C.O. The product is [C:23]([C:21]1[CH:20]=[CH:19][C:7]([O:8][C:9]2[CH:10]=[CH:11][C:12]3[B:16]([OH:17])[O:15][CH2:14][C:13]=3[CH:18]=2)=[C:6]([CH:22]=1)[O:5][CH2:4][C:1]([N:48]([CH2:49][CH3:50])[CH2:46][CH3:47])=[O:2])#[N:24]. The yield is 0.570.